Task: Predict the reactants needed to synthesize the given product.. Dataset: Full USPTO retrosynthesis dataset with 1.9M reactions from patents (1976-2016) (1) Given the product [ClH:1].[ClH:25].[Cl:25][C:26]1[CH:31]=[C:30]([C:2]2[N:3]=[C:4]3[C:9](=[CH:10][CH:11]=2)[N:8]=[CH:7][C:6]([C:12](=[O:14])[CH3:13])=[C:5]3[NH:15][C@H:16]2[CH2:21][CH2:20][C@H:19]([N:22]([CH3:24])[CH3:23])[CH2:18][CH2:17]2)[CH:29]=[C:28]([Cl:41])[C:27]=1[OH:42], predict the reactants needed to synthesize it. The reactants are: [Cl:1][C:2]1[N:3]=[C:4]2[C:9](=[CH:10][CH:11]=1)[N:8]=[CH:7][C:6]([C:12](=[O:14])[CH3:13])=[C:5]2[NH:15][C@H:16]1[CH2:21][CH2:20][C@H:19]([N:22]([CH3:24])[CH3:23])[CH2:18][CH2:17]1.[Cl:25][C:26]1[CH:31]=[C:30](B2OC(C)(C)C(C)(C)O2)[CH:29]=[C:28]([Cl:41])[C:27]=1[OH:42].C1(N)C(F)=C(F)C(F)=C(N)C=1F.Cl.Cl. (2) Given the product [C:30]([O:29][C:27]([N:22]1[CH2:23][CH2:24][CH2:25][CH2:26][CH:21]1[CH2:20][CH2:19][CH2:35][CH:4]([C:5]([O:7][CH2:8][CH3:9])=[O:6])[C:3]([O:11][CH2:12][CH3:13])=[O:10])=[O:28])([CH3:33])([CH3:32])[CH3:31], predict the reactants needed to synthesize it. The reactants are: [H-].[Na+].[C:3]([O:11][CH2:12][CH3:13])(=[O:10])[CH2:4][C:5]([O:7][CH2:8][CH3:9])=[O:6].CS(O[CH2:19][CH2:20][CH:21]1[CH2:26][CH2:25][CH2:24][CH2:23][N:22]1[C:27]([O:29][C:30]([CH3:33])([CH3:32])[CH3:31])=[O:28])(=O)=O.Cl.[CH2:35]1COCC1. (3) Given the product [CH2:11]([N:6]([CH2:11][C:12]1[CH:17]=[CH:16][CH:15]=[CH:14][CH:13]=1)[C:5]1[C:7]([F:9])=[CH:8][C:2]([Br:1])=[CH:3][C:4]=1[F:10])[C:12]1[CH:17]=[CH:16][CH:15]=[CH:14][CH:13]=1, predict the reactants needed to synthesize it. The reactants are: [Br:1][C:2]1[CH:8]=[C:7]([F:9])[C:5]([NH2:6])=[C:4]([F:10])[CH:3]=1.[CH2:11](Br)[C:12]1[CH:17]=[CH:16][CH:15]=[CH:14][CH:13]=1.C(=O)([O-])[O-].[K+].[K+].